Dataset: NCI-60 drug combinations with 297,098 pairs across 59 cell lines. Task: Regression. Given two drug SMILES strings and cell line genomic features, predict the synergy score measuring deviation from expected non-interaction effect. (1) Drug 1: CN1CCC(CC1)COC2=C(C=C3C(=C2)N=CN=C3NC4=C(C=C(C=C4)Br)F)OC. Drug 2: CC1=C(C=C(C=C1)NC2=NC=CC(=N2)N(C)C3=CC4=NN(C(=C4C=C3)C)C)S(=O)(=O)N.Cl. Cell line: EKVX. Synergy scores: CSS=22.3, Synergy_ZIP=1.96, Synergy_Bliss=5.13, Synergy_Loewe=-18.7, Synergy_HSA=4.58. (2) Drug 1: C1=CC(=CC=C1CCCC(=O)O)N(CCCl)CCCl. Drug 2: C1=CN(C(=O)N=C1N)C2C(C(C(O2)CO)O)O.Cl. Cell line: HCT116. Synergy scores: CSS=71.8, Synergy_ZIP=-0.202, Synergy_Bliss=-0.541, Synergy_Loewe=-0.566, Synergy_HSA=3.42. (3) Drug 1: CC1=CC=C(C=C1)C2=CC(=NN2C3=CC=C(C=C3)S(=O)(=O)N)C(F)(F)F. Drug 2: C(CC(=O)O)C(=O)CN.Cl. Cell line: K-562. Synergy scores: CSS=-5.65, Synergy_ZIP=6.00, Synergy_Bliss=9.18, Synergy_Loewe=-6.28, Synergy_HSA=-9.55. (4) Drug 1: CC1CCC2CC(C(=CC=CC=CC(CC(C(=O)C(C(C(=CC(C(=O)CC(OC(=O)C3CCCCN3C(=O)C(=O)C1(O2)O)C(C)CC4CCC(C(C4)OC)OCCO)C)C)O)OC)C)C)C)OC. Drug 2: CCN(CC)CCNC(=O)C1=C(NC(=C1C)C=C2C3=C(C=CC(=C3)F)NC2=O)C. Cell line: MALME-3M. Synergy scores: CSS=9.58, Synergy_ZIP=1.71, Synergy_Bliss=5.30, Synergy_Loewe=-0.0338, Synergy_HSA=2.36. (5) Drug 1: CCC1(CC2CC(C3=C(CCN(C2)C1)C4=CC=CC=C4N3)(C5=C(C=C6C(=C5)C78CCN9C7C(C=CC9)(C(C(C8N6C=O)(C(=O)OC)O)OC(=O)C)CC)OC)C(=O)OC)O.OS(=O)(=O)O. Drug 2: C1=CC=C(C(=C1)C(C2=CC=C(C=C2)Cl)C(Cl)Cl)Cl. Cell line: SW-620. Synergy scores: CSS=14.8, Synergy_ZIP=-7.06, Synergy_Bliss=-4.03, Synergy_Loewe=-25.3, Synergy_HSA=-4.69. (6) Drug 1: CN(C)N=NC1=C(NC=N1)C(=O)N. Drug 2: CN1C(=O)N2C=NC(=C2N=N1)C(=O)N. Cell line: SNB-75. Synergy scores: CSS=-1.20, Synergy_ZIP=1.45, Synergy_Bliss=0.273, Synergy_Loewe=-2.68, Synergy_HSA=-2.24.